From a dataset of Reaction yield outcomes from USPTO patents with 853,638 reactions. Predict the reaction yield, written as a fraction of the theoretical maximum amount of product (1.0 means a 100% yield; for example, 0.34 means a 34% yield). (1) The reactants are [Cl:1][C:2]1[N:7]=[CH:6][C:5]([OH:8])=[CH:4][CH:3]=1.C1(P(C2C=CC=CC=2)C2C=CC=CC=2)C=CC=CC=1.[O:28]1[CH2:30][C@H:29]1[CH2:31]O.CCOC(/N=N/C(OCC)=O)=O. The catalyst is C1COCC1. The product is [Cl:1][C:2]1[CH:3]=[CH:4][C:5]([O:8][CH2:31][C@@H:29]2[CH2:30][O:28]2)=[CH:6][N:7]=1. The yield is 0.590. (2) The reactants are [C:1]([CH:4]=[CH:5][C:6]1[CH:15]=[CH:14][C:9]([C:10]([O:12][CH3:13])=[O:11])=[CH:8][CH:7]=1)([OH:3])=[O:2].CCN(CC)CC.CN([P+](O[N:34]1[N:42]=[N:41][C:36]2[CH:37]=[CH:38][CH:39]=[CH:40][C:35]1=2)(N(C)C)N(C)C)C.F[P-](F)(F)(F)(F)F.[NH4+].[Cl-]. The catalyst is CN(C=O)C.CCOC(C)=O. The product is [N:41]1([O:2][C:1]([CH:4]=[CH:5][C:6]2[CH:15]=[CH:14][C:9]([C:10]([O:12][CH3:13])=[O:11])=[CH:8][CH:7]=2)=[O:3])[C:36]2[CH:37]=[CH:38][CH:39]=[CH:40][C:35]=2[N:34]=[N:42]1. The yield is 0.840. (3) The reactants are [Br:1][C:2]1[C:3](=[O:30])[N:4]([C:22]2[C:27]([F:28])=[CH:26][CH:25]=[CH:24][C:23]=2[F:29])[C:5]([CH3:21])=[CH:6][C:7]=1[O:8][CH2:9][C:10]1[CH:19]=[CH:18][C:17]([F:20])=[CH:16][C:11]=1[C:12]([O:14]C)=[O:13].[OH-].[Na+].C(O)(=O)CC(CC(O)=O)(C(O)=O)O. The catalyst is O1CCOCC1. The product is [Br:1][C:2]1[C:3](=[O:30])[N:4]([C:22]2[C:27]([F:28])=[CH:26][CH:25]=[CH:24][C:23]=2[F:29])[C:5]([CH3:21])=[CH:6][C:7]=1[O:8][CH2:9][C:10]1[CH:19]=[CH:18][C:17]([F:20])=[CH:16][C:11]=1[C:12]([OH:14])=[O:13]. The yield is 0.880. (4) The reactants are [N+:1]([C:4]1[CH:5]=[C:6]([C:10](=NN)[CH2:11][CH3:12])[CH:7]=[CH:8][CH:9]=1)([O-:3])=[O:2].[CH2:15]([N:22]1[C:26](=[O:27])[CH:25]=[CH:24][C:23]1=[O:28])[C:16]1[CH:21]=[CH:20][CH:19]=[CH:18][CH:17]=1. The catalyst is O1CCOCC1.O=[Mn]=O. The product is [CH2:15]([N:22]1[C:26](=[O:27])[CH:25]2[CH:24]([C:10]2([CH2:11][CH3:12])[C:6]2[CH:7]=[CH:8][CH:9]=[C:4]([N+:1]([O-:3])=[O:2])[CH:5]=2)[C:23]1=[O:28])[C:16]1[CH:17]=[CH:18][CH:19]=[CH:20][CH:21]=1. The yield is 0.560. (5) The reactants are C[O-].[K+].[CH3:4][N:5]1[C:9]([O:10][C:11]2[CH:16]=[C:15]([O:17][C:18]3N(C)N=C(C(F)(F)F)C=3)[CH:14]=[C:13]([O:28][C:29]3[N:33]([CH3:34])[N:32]=[C:31]([C:35]([F:38])([F:37])[F:36])[CH:30]=3)[N:12]=2)=[CH:8][C:7]([C:39]([F:42])([F:41])[F:40])=[N:6]1. The catalyst is CO. The product is [CH3:34][N:33]1[C:29]([O:28][C:13]2[CH:14]=[C:15]([O:17][CH3:18])[CH:16]=[C:11]([O:10][C:9]3[N:5]([CH3:4])[N:6]=[C:7]([C:39]([F:40])([F:41])[F:42])[CH:8]=3)[N:12]=2)=[CH:30][C:31]([C:35]([F:38])([F:36])[F:37])=[N:32]1. The yield is 0.430.